Predict the reactants needed to synthesize the given product. From a dataset of Full USPTO retrosynthesis dataset with 1.9M reactions from patents (1976-2016). (1) Given the product [Cl:3][C:4]1[CH:5]=[C:6]([C:27]2[C:28]([CH3:44])=[CH:29][C:30]([O:33][CH2:34][C:35]3([C:39]([OH:41])=[O:40])[CH2:36][CH2:37][CH2:38]3)=[N:31][CH:32]=2)[CH:7]=[CH:8][C:9]=1[C:10]1[N:11]([CH2:19][O:20][CH2:21][CH2:22][Si:23]([CH3:26])([CH3:25])[CH3:24])[CH:12]=[C:13]([C:15]([F:18])([F:16])[F:17])[N:14]=1, predict the reactants needed to synthesize it. The reactants are: [OH-].[Na+].[Cl:3][C:4]1[CH:5]=[C:6]([C:27]2[C:28]([CH3:44])=[CH:29][C:30]([O:33][CH2:34][C:35]3([C:39]([O:41]CC)=[O:40])[CH2:38][CH2:37][CH2:36]3)=[N:31][CH:32]=2)[CH:7]=[CH:8][C:9]=1[C:10]1[N:11]([CH2:19][O:20][CH2:21][CH2:22][Si:23]([CH3:26])([CH3:25])[CH3:24])[CH:12]=[C:13]([C:15]([F:18])([F:17])[F:16])[N:14]=1. (2) The reactants are: Br[C:2]1[CH:3]=[C:4]2[C:8](=[CH:9][CH:10]=1)[C:7](=[O:11])[N:6]([C@H:12]1[CH2:17][CH2:16][C@H:15]([OH:18])[CH2:14][CH2:13]1)[CH2:5]2.[CH3:19][C:20]1([CH3:36])[C:24]([CH3:26])([CH3:25])[O:23][B:22]([B:22]2[O:23][C:24]([CH3:26])([CH3:25])[C:20]([CH3:36])([CH3:19])[O:21]2)[O:21]1. Given the product [OH:18][C@H:15]1[CH2:16][CH2:17][C@H:12]([N:6]2[CH2:5][C:4]3[C:8](=[CH:9][CH:10]=[C:2]([B:22]4[O:23][C:24]([CH3:26])([CH3:25])[C:20]([CH3:36])([CH3:19])[O:21]4)[CH:3]=3)[C:7]2=[O:11])[CH2:13][CH2:14]1, predict the reactants needed to synthesize it. (3) Given the product [NH2:1][C:2]1[N:7]=[C:6]([C:8]2[CH:9]=[CH:10][C:11]([O:14][CH3:15])=[CH:12][CH:13]=2)[C:5]([C:16]2[CH:17]=[CH:18][C:19](=[O:22])[N:20]([CH:24]([CH3:25])[CH3:23])[N:21]=2)=[CH:4][N:3]=1, predict the reactants needed to synthesize it. The reactants are: [NH2:1][C:2]1[N:7]=[C:6]([C:8]2[CH:13]=[CH:12][C:11]([O:14][CH3:15])=[CH:10][CH:9]=2)[C:5]([C:16]2[CH:17]=[CH:18][C:19](=[O:22])[NH:20][N:21]=2)=[CH:4][N:3]=1.[CH3:23][C:24](C)([O-])[CH3:25].[K+].C(I)(C)C.C(OCC)(=O)C. (4) Given the product [CH2:13]([O:12][C:10](=[O:11])/[CH:9]=[C:8](/[C:5]1[CH:6]=[CH:7][C:2]([C:26]2[CH:27]=[CH:28][C:23]([Cl:22])=[CH:24][CH:25]=2)=[CH:3][CH:4]=1)\[CH3:15])[CH3:14], predict the reactants needed to synthesize it. The reactants are: Br[C:2]1[CH:7]=[CH:6][C:5](/[C:8](/[CH3:15])=[CH:9]/[C:10]([O:12][CH2:13][CH3:14])=[O:11])=[CH:4][CH:3]=1.C(=O)([O-])[O-].[Na+].[Na+].[Cl:22][C:23]1[CH:28]=[CH:27][C:26](B(O)O)=[CH:25][CH:24]=1. (5) Given the product [CH3:1][C:2]1[N:3]([CH2:18][C:19]2[N:23]=[C:22]([C:24]3[CH:29]=[CH:28][CH:27]=[C:26]([C:30]([F:33])([F:31])[F:32])[CH:25]=3)[O:21][N:20]=2)[C:4]2[C:9]([CH:10]=1)=[C:8]([C:11]([F:12])([F:14])[F:13])[C:7]([C:15]#[N:16])=[CH:6][CH:5]=2, predict the reactants needed to synthesize it. The reactants are: [CH3:1][C:2]1[NH:3][C:4]2[C:9]([CH:10]=1)=[C:8]([C:11]([F:14])([F:13])[F:12])[C:7]([C:15]#[N:16])=[CH:6][CH:5]=2.Cl[CH2:18][C:19]1[N:23]=[C:22]([C:24]2[CH:29]=[CH:28][CH:27]=[C:26]([C:30]([F:33])([F:32])[F:31])[CH:25]=2)[O:21][N:20]=1. (6) The reactants are: [CH2:1]([O:3][C:4]([C:6]1[NH:7][C:8]([CH:11]=[O:12])=[CH:9][CH:10]=1)=[O:5])[CH3:2].Br[CH2:14][CH2:15][CH2:16][O:17][CH3:18].C1COCC1.[H-].[Na+]. Given the product [CH2:1]([O:3][C:4]([C:6]1[N:7]([CH2:14][CH2:15][CH2:16][O:17][CH3:18])[C:8]([CH:11]=[O:12])=[CH:9][CH:10]=1)=[O:5])[CH3:2], predict the reactants needed to synthesize it. (7) Given the product [CH2:1]([C:8]1[C:12]2[C:13]([N:20]3[CH2:21][CH2:22][C:23]4[C:28](=[CH:27][CH:26]=[CH:25][CH:24]=4)[CH2:19]3)=[N:14][CH:15]=[CH:16][C:11]=2[NH:10][C:9]=1[CH3:18])[C:2]1[CH:7]=[CH:6][CH:5]=[CH:4][CH:3]=1, predict the reactants needed to synthesize it. The reactants are: [CH2:1]([C:8]1[C:12]2[C:13](Cl)=[N:14][CH:15]=[CH:16][C:11]=2[NH:10][C:9]=1[CH3:18])[C:2]1[CH:7]=[CH:6][CH:5]=[CH:4][CH:3]=1.[CH2:19]1[C:28]2[C:23](=[CH:24][CH:25]=[CH:26][CH:27]=2)[CH2:22][CH2:21][NH:20]1. (8) Given the product [CH3:1][N:2]1[CH2:3][CH2:4][N:5]([CH2:8][C:9]2[CH:14]=[CH:13][C:12]([C:15]([F:18])([F:16])[F:17])=[CH:11][C:10]=2[NH2:19])[CH2:6][CH2:7]1, predict the reactants needed to synthesize it. The reactants are: [CH3:1][N:2]1[CH2:7][CH2:6][N:5]([CH2:8][C:9]2[CH:14]=[CH:13][C:12]([C:15]([F:18])([F:17])[F:16])=[CH:11][C:10]=2[N+:19]([O-])=O)[CH2:4][CH2:3]1.